Dataset: Peptide-MHC class II binding affinity with 134,281 pairs from IEDB. Task: Regression. Given a peptide amino acid sequence and an MHC pseudo amino acid sequence, predict their binding affinity value. This is MHC class II binding data. (1) The peptide sequence is EKKYFAATQFESLAA. The MHC is HLA-DQA10301-DQB10302 with pseudo-sequence HLA-DQA10301-DQB10302. The binding affinity (normalized) is 0.380. (2) The peptide sequence is YDKFLANVSTVLLGK. The binding affinity (normalized) is 0.938. The MHC is DRB1_0101 with pseudo-sequence DRB1_0101. (3) The peptide sequence is DLGRNEVVNDVSTFS. The MHC is DRB3_0202 with pseudo-sequence DRB3_0202. The binding affinity (normalized) is 0.130. (4) The peptide sequence is YWFAPGAGAAPLSWS. The MHC is DRB1_0301 with pseudo-sequence DRB1_0301. The binding affinity (normalized) is 0. (5) The binding affinity (normalized) is 0.160. The MHC is HLA-DQA10101-DQB10501 with pseudo-sequence HLA-DQA10101-DQB10501. The peptide sequence is DFYFVINVRNVSVSA. (6) The peptide sequence is CLGKWLGHPDKFVGITYALT. The MHC is H-2-IAd with pseudo-sequence H-2-IAd. The binding affinity (normalized) is 0.210.